The task is: Predict the reaction yield, written as a fraction of the theoretical maximum amount of product (1.0 means a 100% yield; for example, 0.34 means a 34% yield).. This data is from Reaction yield outcomes from USPTO patents with 853,638 reactions. (1) The reactants are [NH:1]([C:3]1[CH:4]=[N:5][CH:6]=[CH:7][CH:8]=1)[NH2:2].[CH3:9][O:10][C:11]1[N:16]=[CH:15][C:14]([C:17](=O)[CH2:18][C:19](=O)[C:20]([O:22][CH3:23])=[O:21])=[CH:13][CH:12]=1.C(O)(=O)C. The catalyst is CO. The product is [CH3:9][O:10][C:11]1[N:16]=[CH:15][C:14]([C:17]2[N:1]([C:3]3[CH:4]=[N:5][CH:6]=[CH:7][CH:8]=3)[N:2]=[C:19]([C:20]([O:22][CH3:23])=[O:21])[CH:18]=2)=[CH:13][CH:12]=1. The yield is 0.510. (2) The reactants are [Cl:1][C:2]1[CH:7]=[C:6]([Cl:8])[CH:5]=[CH:4][C:3]=1[C:9]1[C:14]([O:15]C)=[CH:13][CH:12]=[CH:11][C:10]=1[F:17]. The catalyst is Br. The product is [Cl:1][C:2]1[CH:7]=[C:6]([Cl:8])[CH:5]=[CH:4][C:3]=1[C:9]1[C:14]([OH:15])=[CH:13][CH:12]=[CH:11][C:10]=1[F:17]. The yield is 0.890. (3) The reactants are [CH3:1][C:2]([NH:4][CH2:5][CH2:6][C:7]1[C:12]2[CH:13]=[C:14]([O:17][CH3:18])[CH:15]=[CH:16][C:11]=2[CH:10]=[CH:9][CH:8]=1)=[O:3].[C:19]1([S:25]([OH:28])(=[O:27])=[O:26])[CH:24]=[CH:23][CH:22]=[CH:21][CH:20]=1.C1(C)C=CC=CC=1. The catalyst is C(O)C. The product is [CH3:1][C:2]([NH:4][CH2:5][CH2:6][C:7]1[C:12]2[CH:13]=[C:14]([O:17][CH3:18])[CH:15]=[CH:16][C:11]=2[CH:10]=[CH:9][CH:8]=1)=[O:3].[C:19]1([S:25]([OH:28])(=[O:27])=[O:26])[CH:24]=[CH:23][CH:22]=[CH:21][CH:20]=1. The yield is 0.652.